Dataset: Catalyst prediction with 721,799 reactions and 888 catalyst types from USPTO. Task: Predict which catalyst facilitates the given reaction. (1) Product: [CH3:11][O:10][C:8](=[O:9])[C:7]1[CH:12]=[C:13]([C:15]([F:18])([F:17])[F:16])[CH:14]=[C:5]([S:2]([N:28]2[CH2:33][CH2:32][O:31][CH2:30][CH2:29]2)(=[O:4])=[O:3])[CH:6]=1. Reactant: Cl[S:2]([C:5]1[CH:6]=[C:7]([CH:12]=[C:13]([C:15]([F:18])([F:17])[F:16])[CH:14]=1)[C:8]([O:10][CH3:11])=[O:9])(=[O:4])=[O:3].C(N(C(C)C)C(C)C)C.[NH:28]1[CH2:33][CH2:32][O:31][CH2:30][CH2:29]1.C(=O)(O)[O-].[Na+]. The catalyst class is: 4. (2) Reactant: [CH3:1][O:2][C:3]1[CH:4]=[CH:5][C:6]2[CH:10]=[CH:9][S:8][C:7]=2[CH:11]=1.C([Li])CCC.[B:17](OC(C)C)([O:22]C(C)C)[O:18]C(C)C.Cl. Product: [CH3:1][O:2][C:3]1[CH:4]=[CH:5][C:6]2[CH:10]=[C:9]([B:17]([OH:22])[OH:18])[S:8][C:7]=2[CH:11]=1. The catalyst class is: 54. (3) Reactant: [CH3:1][C:2]([O:4][C@H:5]1[C:14]2[C@@:15]3([CH3:30])[C@@H:26]([CH2:27][O:28][CH3:29])[O:25][C:23](=[O:24])[C:17]4=[CH:18][O:19][C:20]([C:21](=[O:22])[C:13]=2[C@@H:8]2[CH2:9][CH2:10][C@H:11]([OH:12])[C@@:7]2([CH3:31])[CH2:6]1)=[C:16]34)=[O:3].[CH2:32]([N:34]([CH2:39][CH3:40])[CH2:35][CH2:36][NH:37][CH3:38])[CH3:33]. Product: [CH2:32]([N:34]([CH2:39][CH3:40])[CH2:35][CH2:36][N:37]([CH:18]=[C:17]1[C:16]2[C:15]([CH3:30])([C:14]3[CH:5]([O:4][C:2](=[O:3])[CH3:1])[CH2:6][C:7]4([CH3:31])[CH:8]([C:13]=3[C:21](=[O:22])[C:20]=2[OH:19])[CH2:9][CH2:10][CH:11]4[OH:12])[CH:26]([CH2:27][O:28][CH3:29])[O:25][C:23]1=[O:24])[CH3:38])[CH3:33]. The catalyst class is: 2. (4) Reactant: Cl.[O:2]1[CH:6]=[CH:5][C:4]([C:7]2[C:15]3[C:10](=[N:11][CH:12]=[C:13]([NH:16]C(=O)OC(C)(C)C)[CH:14]=3)[NH:9][CH:8]=2)=[CH:3]1. Product: [O:2]1[CH:6]=[CH:5][C:4]([C:7]2[C:15]3[C:10](=[N:11][CH:12]=[C:13]([NH2:16])[CH:14]=3)[NH:9][CH:8]=2)=[CH:3]1. The catalyst class is: 5. (5) Reactant: FC(F)(F)C(O)=O.[N:8]([CH2:11][CH2:12][CH2:13][C@@H:14]([NH:59]C(OC(C)(C)C)=O)[C:15]([O:17][C@H:18]1[C@@H:22]([OH:23])[C@H:21]([N:24]2[CH:32]=[N:31][C:30]3[C:25]2=[N:26][CH:27]=[N:28][C:29]=3[NH2:33])[O:20][C@H:19]1[CH2:34][O:35][P:36]([O:39][C@H:40]1[CH2:44][C@H:43]([N:45]2[CH:50]=[CH:49][C:48]([NH2:51])=[N:47][C:46]2=[O:52])[O:42][C@@H:41]1[CH2:53][O:54][P:55]([OH:58])([OH:57])=[O:56])([OH:38])=[O:37])=[O:16])=[N+:9]=[N-:10]. Product: [NH2:59][C@H:14]([CH2:13][CH2:12][CH2:11][N:8]=[N+:9]=[N-:10])[C:15]([O:17][C@H:18]1[C@@H:22]([OH:23])[C@H:21]([N:24]2[CH:32]=[N:31][C:30]3[C:25]2=[N:26][CH:27]=[N:28][C:29]=3[NH2:33])[O:20][C@H:19]1[CH2:34][O:35][P:36]([O:39][C@H:40]1[CH2:44][C@H:43]([N:45]2[CH:50]=[CH:49][C:48]([NH2:51])=[N:47][C:46]2=[O:52])[O:42][C@@H:41]1[CH2:53][O:54][P:55]([OH:58])([OH:57])=[O:56])([OH:38])=[O:37])=[O:16]. The catalyst class is: 4. (6) Reactant: [CH2:1]([OH:8])[C:2]1[CH:7]=[CH:6][CH:5]=[CH:4][CH:3]=1.[H-].[Na+].[F:11][C:12]1[CH:17]=[CH:16][CH:15]=[C:14](F)[N:13]=1. Product: [CH2:1]([O:8][C:14]1[CH:15]=[CH:16][CH:17]=[C:12]([F:11])[N:13]=1)[C:2]1[CH:7]=[CH:6][CH:5]=[CH:4][CH:3]=1. The catalyst class is: 54. (7) Reactant: [Cl:1][C:2]1[CH:3]=[CH:4][C:5]([CH2:12][N:13]2[CH:17]=[CH:16][CH:15]=[N:14]2)=[C:6]([S:8](Cl)(=[O:10])=[O:9])[CH:7]=1.[NH3:18]. Product: [Cl:1][C:2]1[CH:3]=[CH:4][C:5]([CH2:12][N:13]2[CH:17]=[CH:16][CH:15]=[N:14]2)=[C:6]([S:8]([NH2:18])(=[O:10])=[O:9])[CH:7]=1. The catalyst class is: 7.